From a dataset of Peptide-MHC class II binding affinity with 134,281 pairs from IEDB. Regression. Given a peptide amino acid sequence and an MHC pseudo amino acid sequence, predict their binding affinity value. This is MHC class II binding data. (1) The peptide sequence is AAATAGTTVYGAFAP. The MHC is HLA-DQA10102-DQB10602 with pseudo-sequence HLA-DQA10102-DQB10602. The binding affinity (normalized) is 0.736. (2) The binding affinity (normalized) is 0.0972. The MHC is HLA-DQA10301-DQB10302 with pseudo-sequence HLA-DQA10301-DQB10302. The peptide sequence is APEVKYTVFETAKKK. (3) The binding affinity (normalized) is 0.593. The MHC is HLA-DQA10102-DQB10501 with pseudo-sequence HLA-DQA10102-DQB10501. The peptide sequence is RPAEVRKVCYNAVLT. (4) The peptide sequence is KTLGVNMVRRGVRSL. The MHC is DRB3_0301 with pseudo-sequence DRB3_0301. The binding affinity (normalized) is 0.558. (5) The peptide sequence is INRQILDNAAKYVEH. The MHC is DRB4_0101 with pseudo-sequence DRB4_0103. The binding affinity (normalized) is 0.595. (6) The peptide sequence is EVLKGPFTVRYTTEG. The MHC is HLA-DQA10101-DQB10501 with pseudo-sequence HLA-DQA10101-DQB10501. The binding affinity (normalized) is 0. (7) The peptide sequence is TSWFYDNDNPYRTWH. The MHC is HLA-DQA10501-DQB10302 with pseudo-sequence HLA-DQA10501-DQB10302. The binding affinity (normalized) is 0.175.